Task: Predict the product of the given reaction.. Dataset: Forward reaction prediction with 1.9M reactions from USPTO patents (1976-2016) (1) Given the reactants CC1C=CC(S(O[CH2:12][CH:13]2[CH2:22][CH2:21][C:20]3[C:15](=[CH:16][C:17]([S:23]([CH3:26])(=[O:25])=[O:24])=[CH:18][CH:19]=3)[O:14]2)(=O)=O)=CC=1.[CH3:27][CH:28]([NH2:30])[CH3:29], predict the reaction product. The product is: [CH3:26][S:23]([C:17]1[CH:16]=[C:15]2[C:20]([CH2:21][CH2:22][CH:13]([CH2:12][NH:30][CH:28]([CH3:29])[CH3:27])[O:14]2)=[CH:19][CH:18]=1)(=[O:24])=[O:25]. (2) Given the reactants I[CH2:2][CH2:3][CH2:4][CH2:5][CH3:6].BrCC1OC(C(F)(F)F)=CC=1.[Br:18][C:19]1[CH:27]=[CH:26][CH:25]=[C:24]2[C:20]=1[C:21]1([C:40]3[C:31](=[CH:32][C:33]4[O:38][CH2:37][CH2:36][O:35][C:34]=4[CH:39]=3)[O:30][CH2:29]1)[C:22](=[O:28])[NH:23]2.CC1C2C=C3C4(C5C(=CC=CC=5)NC4=O)COC3=CC=2ON=1, predict the reaction product. The product is: [Br:18][C:19]1[CH:27]=[CH:26][CH:25]=[C:24]2[C:20]=1[C:21]1([C:40]3[C:31](=[CH:32][C:33]4[O:38][CH2:37][CH2:36][O:35][C:34]=4[CH:39]=3)[O:30][CH2:29]1)[C:22](=[O:28])[N:23]2[CH2:2][CH2:3][CH2:4][CH2:5][CH3:6]. (3) The product is: [OH:28][CH2:27][CH:26]([NH:25][C:4]([C:6]1[C:7]2[S:15][CH:14]=[C:13]([CH2:16][O:17][C:18]3[CH:23]=[CH:22][C:21]([Br:24])=[CH:20][CH:19]=3)[C:8]=2[C:9]([NH2:12])=[N:10][CH:11]=1)=[O:5])[CH3:29]. Given the reactants C(O[C:4]([C:6]1[C:7]2[S:15][CH:14]=[C:13]([CH2:16][O:17][C:18]3[CH:23]=[CH:22][C:21]([Br:24])=[CH:20][CH:19]=3)[C:8]=2[C:9]([NH2:12])=[N:10][CH:11]=1)=[O:5])C.[NH2:25][CH:26]([CH3:29])[CH2:27][OH:28], predict the reaction product. (4) Given the reactants C(Cl)(=O)C(Cl)=O.[C:7]1([C:13]2[CH:14]=[C:15]([CH:19]=[CH:20][CH:21]=2)[C:16]([OH:18])=O)[CH:12]=[CH:11][CH:10]=[CH:9][CH:8]=1.[CH:22]([NH2:26])([CH2:24][CH3:25])[CH3:23], predict the reaction product. The product is: [CH:22]([NH:26][C:16](=[O:18])[C:15]1[CH:19]=[CH:20][CH:21]=[C:13]([C:7]2[CH:8]=[CH:9][CH:10]=[CH:11][CH:12]=2)[CH:14]=1)([CH2:24][CH3:25])[CH3:23]. (5) The product is: [C:24]([O:28][C:29](=[O:38])[NH:30][C:31]1[CH:36]=[CH:35][CH:34]=[C:33]([S:37][C:8]2[C:9]3[C:14]([NH2:15])=[N:13][CH:12]=[N:11][C:10]=3[N:6]([CH:1]3[CH2:5][CH2:4][CH2:3][CH2:2]3)[CH:7]=2)[CH:32]=1)([CH3:27])([CH3:25])[CH3:26]. Given the reactants [CH:1]1([N:6]2[C:10]3[N:11]=[CH:12][N:13]=[C:14]([NH2:15])[C:9]=3[C:8](I)=[CH:7]2)[CH2:5][CH2:4][CH2:3][CH2:2]1.CN1CCOCC1.[C:24]([O:28][C:29](=[O:38])[NH:30][C:31]1[CH:36]=[CH:35][CH:34]=[C:33]([SH:37])[CH:32]=1)([CH3:27])([CH3:26])[CH3:25], predict the reaction product. (6) Given the reactants [NH2:1][C:2]1[O:3][CH2:4][C@:5]2([N:21]=1)[C:18]1[CH:17]=[C:16](Br)[CH:15]=[CH:14][C:13]=1[O:12][C:11]1[C:6]2=[CH:7][C:8]([OH:20])=[CH:9][CH:10]=1.[CH:22]1([C:25]#[CH:26])[CH2:24][CH2:23]1.C(NC(C)C)(C)C, predict the reaction product. The product is: [NH2:1][C:2]1[O:3][CH2:4][C@:5]2([N:21]=1)[C:18]1[CH:17]=[C:16]([C:26]#[C:25][CH:22]3[CH2:24][CH2:23]3)[CH:15]=[CH:14][C:13]=1[O:12][C:11]1[C:6]2=[CH:7][C:8]([OH:20])=[CH:9][CH:10]=1.